This data is from Full USPTO retrosynthesis dataset with 1.9M reactions from patents (1976-2016). The task is: Predict the reactants needed to synthesize the given product. (1) Given the product [CH3:25][O:24][C:22]([C:21]1[CH:26]=[CH:27][C:18]([C:16]([C:2]2[NH:1][CH:5]=[CH:4][CH:3]=2)=[O:17])=[CH:19][CH:20]=1)=[O:23], predict the reactants needed to synthesize it. The reactants are: [NH:1]1[CH:5]=[CH:4][CH:3]=[CH:2]1.C[Mg]Br.N1C=CC=CC=1S[C:16]([C:18]1[CH:27]=[CH:26][C:21]([C:22]([O:24][CH3:25])=[O:23])=[CH:20][CH:19]=1)=[O:17].[Cl-].[NH4+]. (2) Given the product [Cl:45][C:40]1[CH:41]=[N:42][C:43]2[C:38]([CH:39]=1)=[CH:37][CH:36]=[C:35]([C:21]1[CH:20]=[CH:19][C:18]([S:15]([N:12]3[CH2:11][CH2:10][C:8]4([O:7][CH2:6][C:5](=[O:33])[N:4]([CH:1]5[CH2:3][CH2:2]5)[CH2:9]4)[CH2:14][CH2:13]3)(=[O:16])=[O:17])=[CH:23][CH:22]=1)[CH:44]=2, predict the reactants needed to synthesize it. The reactants are: [CH:1]1([N:4]2[CH2:9][C:8]3([CH2:14][CH2:13][N:12]([S:15]([C:18]4[CH:23]=[CH:22][C:21](B5OC(C)(C)C(C)(C)O5)=[CH:20][CH:19]=4)(=[O:17])=[O:16])[CH2:11][CH2:10]3)[O:7][CH2:6][C:5]2=[O:33])[CH2:3][CH2:2]1.Br[C:35]1[CH:44]=[C:43]2[C:38]([CH:39]=[C:40]([Cl:45])[CH:41]=[N:42]2)=[CH:37][CH:36]=1.C(=O)([O-])[O-].[K+].[K+]. (3) The reactants are: C(Cl)(=O)C(Cl)=O.CS(C)=O.[OH:11][C@H:12]1[CH2:33][CH2:32][C@@:31]2([CH3:34])[C@@H:14]([CH2:15][CH2:16][C@:17]3([CH3:48])[C@@H:30]2[CH2:29][CH:28]=[C:27]2[C@@:18]3([CH3:47])[CH2:19][CH2:20][C@:21]3([C:37]([O:39][CH2:40][C:41]4[CH:46]=[CH:45][CH:44]=[CH:43][CH:42]=4)=[O:38])[C@H:26]2[C@@H:25]([CH3:35])[C@H:24]([CH3:36])[CH2:23][CH2:22]3)[C:13]1([CH3:50])[CH3:49].C(N(CC)CC)C. Given the product [CH3:35][C@@H:25]1[C@@H:26]2[C@@:21]([C:37]([O:39][CH2:40][C:41]3[CH:42]=[CH:43][CH:44]=[CH:45][CH:46]=3)=[O:38])([CH2:20][CH2:19][C@:18]3([CH3:47])[C:27]2=[CH:28][CH2:29][C@H:30]2[C@@:17]3([CH3:48])[CH2:16][CH2:15][C@@H:14]3[C@:31]2([CH3:34])[CH2:32][CH2:33][C:12](=[O:11])[C:13]3([CH3:49])[CH3:50])[CH2:22][CH2:23][C@H:24]1[CH3:36], predict the reactants needed to synthesize it. (4) Given the product [ClH:23].[NH2:29][C:6]([CH2:7][CH2:8][C:9]1[CH:14]=[CH:13][C:12]([C:15]2[CH:20]=[CH:19][C:18]([Br:21])=[CH:17][C:16]=2[F:22])=[CH:11][C:10]=1[Cl:23])([CH2:5][OH:4])[CH2:24][OH:25], predict the reactants needed to synthesize it. The reactants are: C([O:4][CH2:5][C:6]([NH:29]C(=O)C)([CH2:24][O:25]C(=O)C)[CH2:7][CH2:8][C:9]1[CH:14]=[CH:13][C:12]([C:15]2[CH:20]=[CH:19][C:18]([Br:21])=[CH:17][C:16]=2[F:22])=[CH:11][C:10]=1[Cl:23])(=O)C.Cl.